Dataset: Peptide-MHC class I binding affinity with 185,985 pairs from IEDB/IMGT. Task: Regression. Given a peptide amino acid sequence and an MHC pseudo amino acid sequence, predict their binding affinity value. This is MHC class I binding data. (1) The peptide sequence is VEMGIKNGP. The MHC is HLA-B08:02 with pseudo-sequence HLA-B08:02. The binding affinity (normalized) is 0.0847. (2) The peptide sequence is QPFILYAHI. The MHC is HLA-B54:01 with pseudo-sequence HLA-B54:01. The binding affinity (normalized) is 0.262.